Dataset: Reaction yield outcomes from USPTO patents with 853,638 reactions. Task: Predict the reaction yield, written as a fraction of the theoretical maximum amount of product (1.0 means a 100% yield; for example, 0.34 means a 34% yield). (1) The reactants are [Cl:1][C:2]1[CH:3]=[C:4](B(O)O)[CH:5]=[CH:6][C:7]=1[F:8].[NH2:12][C:13]1[N:14]=[C:15]([N:24]2[CH2:29][CH2:28][N:27]([C:30](=[O:40])[CH2:31][O:32][C:33]3[CH:38]=[CH:37][C:36]([Cl:39])=[CH:35][CH:34]=3)[CH2:26][CH2:25]2)[C:16]2[N:22]=[C:21](Cl)[CH:20]=[CH:19][C:17]=2[N:18]=1. No catalyst specified. The product is [NH2:12][C:13]1[N:14]=[C:15]([N:24]2[CH2:25][CH2:26][N:27]([C:30](=[O:40])[CH2:31][O:32][C:33]3[CH:38]=[CH:37][C:36]([Cl:39])=[CH:35][CH:34]=3)[CH2:28][CH2:29]2)[C:16]2[N:22]=[C:21]([C:4]3[CH:5]=[CH:6][C:7]([F:8])=[C:2]([Cl:1])[CH:3]=3)[CH:20]=[CH:19][C:17]=2[N:18]=1. The yield is 0.560. (2) The reactants are S(O)(O)(=O)=O.CS[C:8](=[NH:10])[NH2:9].[OH-].[K+].[O:13]=[C:14]1[CH:18]([C:19]2[CH:24]=[CH:23][CH:22]=[CH:21][CH:20]=2)[CH2:17][CH2:16][CH:15]1[C:25](OCC)=[O:26]. The catalyst is O. The product is [NH2:9][C:8]1[O:13][C:14]2[CH:18]([C:19]3[CH:24]=[CH:23][CH:22]=[CH:21][CH:20]=3)[CH2:17][CH2:16][C:15]=2[C:25](=[O:26])[N:10]=1. The yield is 0.612.